From a dataset of Forward reaction prediction with 1.9M reactions from USPTO patents (1976-2016). Predict the product of the given reaction. (1) The product is: [CH2:9]([N:16]([CH:17]([CH3:19])[CH3:18])[C:2]1[CH:7]=[N:6][CH:5]=[C:4]([Cl:8])[N:3]=1)[C:10]1[CH:15]=[CH:14][CH:13]=[CH:12][CH:11]=1. Given the reactants Cl[C:2]1[CH:7]=[N:6][CH:5]=[C:4]([Cl:8])[N:3]=1.[CH2:9]([NH:16][CH:17]([CH3:19])[CH3:18])[C:10]1[CH:15]=[CH:14][CH:13]=[CH:12][CH:11]=1.C(=O)([O-])[O-].[K+].[K+].CC(N(C)C)=O, predict the reaction product. (2) Given the reactants [H-].C([Al+]CC(C)C)C(C)C.[F:11][CH2:12][CH2:13][N:14]([CH2:16][C:17]1[CH:26]=[CH:25][C:20]([C:21](OC)=[O:22])=[CH:19][CH:18]=1)[CH3:15].[Cl-].[NH4+].S([O-])([O-])(=O)=O.[Mg+2], predict the reaction product. The product is: [F:11][CH2:12][CH2:13][N:14]([CH2:16][C:17]1[CH:18]=[CH:19][C:20]([CH2:21][OH:22])=[CH:25][CH:26]=1)[CH3:15]. (3) The product is: [C:14]([O:13][C:11](=[O:12])[NH:1][C:2]1[CH:7]=[C:6]([CH3:8])[CH:5]=[CH:4][C:3]=1[CH2:9][OH:10])([CH3:17])([CH3:16])[CH3:15]. Given the reactants [NH2:1][C:2]1[CH:7]=[C:6]([CH3:8])[CH:5]=[CH:4][C:3]=1[CH2:9][OH:10].[C:11](O[C:11]([O:13][C:14]([CH3:17])([CH3:16])[CH3:15])=[O:12])([O:13][C:14]([CH3:17])([CH3:16])[CH3:15])=[O:12], predict the reaction product. (4) The product is: [Cl:1][C:2]1[CH:7]=[CH:6][C:5]([CH2:8][N:9]2[C:13]([CH3:14])=[CH:12][C:11]([C:15]3[O:19][N:18]=[C:17]([C:20]4[CH:25]=[CH:24][C:23]([O:26][C:27]([F:30])([F:28])[F:29])=[CH:22][CH:21]=4)[N:16]=3)=[N:10]2)=[CH:4][N+:3]=1[O-:39]. Given the reactants [Cl:1][C:2]1[CH:7]=[CH:6][C:5]([CH2:8][N:9]2[C:13]([CH3:14])=[CH:12][C:11]([C:15]3[O:19][N:18]=[C:17]([C:20]4[CH:25]=[CH:24][C:23]([O:26][C:27]([F:30])([F:29])[F:28])=[CH:22][CH:21]=4)[N:16]=3)=[N:10]2)=[CH:4][N:3]=1.ClC1C=CC=C(C(OO)=[O:39])C=1, predict the reaction product. (5) Given the reactants [Br:1][C:2]1[N:7]=[C:6]([CH2:8][NH2:9])[CH:5]=[CH:4][CH:3]=1.C(N(CC)CC)C.[C:17](Cl)(=[O:19])[CH3:18].[OH-].[Na+], predict the reaction product. The product is: [Br:1][C:2]1[N:7]=[C:6]([CH2:8][NH:9][C:17](=[O:19])[CH3:18])[CH:5]=[CH:4][CH:3]=1. (6) Given the reactants [CH3:1][O:2][C:3]1[CH:22]=[CH:21][C:6]([CH2:7][C@@H:8]2[C:12]3=[N:13][C:14]4[CH:19]=[CH:18][CH:17]=[CH:16][C:15]=4[N:11]3[C:10](=[O:20])[NH:9]2)=[CH:5][CH:4]=1.[NH2:23][C@@H:24]([C:33]1[CH:38]=[CH:37][CH:36]=[CH:35][CH:34]=1)[CH2:25][C:26]([O:28][C:29]([CH3:32])([CH3:31])[CH3:30])=[O:27].C(O)(C(F)(F)F)=O, predict the reaction product. The product is: [NH:11]1[C:15]2[CH:16]=[CH:17][CH:18]=[CH:19][C:14]=2[N:13]=[C:12]1[C@H:8]([NH:9][C:10](=[O:20])[NH:23][C@@H:24]([C:33]1[CH:38]=[CH:37][CH:36]=[CH:35][CH:34]=1)[CH2:25][C:26]([O:28][C:29]([CH3:32])([CH3:30])[CH3:31])=[O:27])[CH2:7][C:6]1[CH:21]=[CH:22][C:3]([O:2][CH3:1])=[CH:4][CH:5]=1. (7) Given the reactants C(O[C:6](=[O:24])[N:7]([CH2:13][C:14]1[CH:19]=[CH:18][CH:17]=[C:16]([C:20]([F:23])([F:22])[F:21])[CH:15]=1)[N:8]1[CH:12]=[CH:11][CH:10]=[CH:9]1)(C)(C)C.[CH2:25]([O:27][C:28](=[O:40])[CH:29](C(OCC)=O)[C:30](OCC)=[O:31])[CH3:26], predict the reaction product. The product is: [CH2:25]([O:27][C:28]([C:29]1[C:6](=[O:24])[N:7]([CH2:13][C:14]2[CH:19]=[CH:18][CH:17]=[C:16]([C:20]([F:21])([F:22])[F:23])[CH:15]=2)[N:8]2[CH:9]=[CH:10][CH:11]=[C:12]2[C:30]=1[OH:31])=[O:40])[CH3:26].